Regression. Given a peptide amino acid sequence and an MHC pseudo amino acid sequence, predict their binding affinity value. This is MHC class I binding data. From a dataset of Peptide-MHC class I binding affinity with 185,985 pairs from IEDB/IMGT. (1) The peptide sequence is DLNKVIQFL. The MHC is HLA-B07:02 with pseudo-sequence HLA-B07:02. The binding affinity (normalized) is 0.0847. (2) The peptide sequence is EPVDPRLEPW. The MHC is HLA-B18:01 with pseudo-sequence HLA-B18:01. The binding affinity (normalized) is 0.115. (3) The binding affinity (normalized) is 0.307. The peptide sequence is AIFQCSMTK. The MHC is HLA-A31:01 with pseudo-sequence HLA-A31:01. (4) The peptide sequence is RPVSPGKDI. The MHC is HLA-A03:01 with pseudo-sequence HLA-A03:01. The binding affinity (normalized) is 0.0847. (5) The peptide sequence is ESSDSGSG. The MHC is Mamu-B3901 with pseudo-sequence Mamu-B3901. The binding affinity (normalized) is 0.167. (6) The peptide sequence is LIFRGPNVV. The MHC is HLA-A26:01 with pseudo-sequence HLA-A26:01. The binding affinity (normalized) is 0. (7) The binding affinity (normalized) is 0.0847. The MHC is HLA-A26:01 with pseudo-sequence HLA-A26:01. The peptide sequence is TPRDLGACI. (8) The peptide sequence is ATNNLGFMY. The MHC is HLA-B08:01 with pseudo-sequence HLA-B08:01. The binding affinity (normalized) is 0.0847. (9) The peptide sequence is YVVSRRGDL. The MHC is HLA-A11:01 with pseudo-sequence HLA-A11:01. The binding affinity (normalized) is 0.0847.